From a dataset of Forward reaction prediction with 1.9M reactions from USPTO patents (1976-2016). Predict the product of the given reaction. (1) Given the reactants Br[CH2:2][CH2:3][CH2:4][CH2:5][CH2:6][CH2:7][CH2:8][C:9]1[CH:14]=[CH:13][CH:12]=[C:11]([O:15][CH2:16][C:17]2[CH:22]=[CH:21][CH:20]=[CH:19][CH:18]=2)[CH:10]=1.[O-:23][S:24]([O-:26])=[O:25].[Na+:27].[Na+].CCO, predict the reaction product. The product is: [Na+:27].[CH2:16]([O:15][C:11]1[CH:10]=[C:9]([CH2:8][CH2:7][CH2:6][CH2:5][CH2:4][CH2:3][CH2:2][S:24]([O-:26])(=[O:25])=[O:23])[CH:14]=[CH:13][CH:12]=1)[C:17]1[CH:22]=[CH:21][CH:20]=[CH:19][CH:18]=1. (2) Given the reactants [F:1][C:2]1[CH:10]=[CH:9][CH:8]=[C:7]([NH:11][C:12]2[C:13]3[CH:45]=[CH:44][N:43](S(C4C=CC(C)=CC=4)(=O)=O)[C:14]=3[N:15]=[C:16]([NH:18][C:19]3[CH:24]=[CH:23][C:22]([N:25]4[CH2:30][CH2:29][CH:28]([N:31]5[CH2:36][CH2:35][N:34]([S:37]([CH3:40])(=[O:39])=[O:38])[CH2:33][CH2:32]5)[CH2:27][CH2:26]4)=[CH:21][C:20]=3[O:41][CH3:42])[N:17]=2)[C:3]=1[C:4]([NH2:6])=[O:5], predict the reaction product. The product is: [F:1][C:2]1[CH:10]=[CH:9][CH:8]=[C:7]([NH:11][C:12]2[N:17]=[C:16]([NH:18][C:19]3[CH:24]=[CH:23][C:22]([N:25]4[CH2:30][CH2:29][CH:28]([N:31]5[CH2:36][CH2:35][N:34]([S:37]([CH3:40])(=[O:38])=[O:39])[CH2:33][CH2:32]5)[CH2:27][CH2:26]4)=[CH:21][C:20]=3[O:41][CH3:42])[NH:15][C:14]3=[N:43][CH:44]=[CH:45][C:13]=23)[C:3]=1[C:4]([NH2:6])=[O:5]. (3) Given the reactants [Br:1][C:2]1[CH:18]=[CH:17][C:5]([CH2:6][O:7][CH2:8][C:9]2[O:13][N:12]=[C:11]([C:14]([OH:16])=O)[CH:10]=2)=[CH:4][C:3]=1[F:19].Cl.[O:21]1[CH2:25][CH2:24][CH:23]([CH2:26][NH2:27])[CH2:22]1.C(N(CC)CC)C.ON1C2C=CC=CC=2N=N1.Cl.C(N=C=NCCCN(C)C)C, predict the reaction product. The product is: [O:21]1[CH2:25][CH2:24][CH:23]([CH2:26][NH:27][C:14]([C:11]2[CH:10]=[C:9]([CH2:8][O:7][CH2:6][C:5]3[CH:17]=[CH:18][C:2]([Br:1])=[C:3]([F:19])[CH:4]=3)[O:13][N:12]=2)=[O:16])[CH2:22]1. (4) Given the reactants [CH3:1][N:2]([CH3:16])[C:3]1([C:10]2[CH:15]=[CH:14][CH:13]=[CH:12][CH:11]=2)[CH2:8][CH2:7][C:6](=[O:9])[CH2:5][CH2:4]1.B([O-])=O.[Na+].P([O-])([O-])([O-])=O, predict the reaction product. The product is: [CH3:1][N:2]([CH3:16])[C:3]1([C:10]2[CH:15]=[CH:14][CH:13]=[CH:12][CH:11]=2)[CH2:8][CH2:7][CH:6]([OH:9])[CH2:5][CH2:4]1. (5) The product is: [F:33][C:2]([F:1])([F:32])[S:3]([O:6][C:7]1[CH:8]=[C:9]([C:13]23[CH2:18][CH2:17][C:16]([CH2:21][CH2:22][O:23][CH2:24][C:25]([OH:27])=[O:26])([CH2:19][CH2:20]2)[CH2:15][O:14]3)[CH:10]=[CH:11][CH:12]=1)(=[O:4])=[O:5]. Given the reactants [F:1][C:2]([F:33])([F:32])[S:3]([O:6][C:7]1[CH:8]=[C:9]([C:13]23[CH2:20][CH2:19][C:16]([CH2:21][CH2:22][O:23][CH2:24][C:25]([O:27]C(C)(C)C)=[O:26])([CH2:17][CH2:18]2)[CH2:15][O:14]3)[CH:10]=[CH:11][CH:12]=1)(=[O:5])=[O:4].C(O)=O, predict the reaction product. (6) Given the reactants [CH3:1][S:2]([C:5]1[CH:10]=[CH:9][C:8](B(O)O)=[CH:7][CH:6]=1)(=[O:4])=[O:3].Br[C:15]1[CH:21]=[CH:20][C:18]([NH2:19])=[CH:17][C:16]=1[C:22]([F:25])([F:24])[F:23].C1(C)C=CC=CC=1.C(=O)([O-])[O-].[Na+].[Na+], predict the reaction product. The product is: [CH3:1][S:2]([C:5]1[CH:10]=[CH:9][C:8]([C:15]2[CH:21]=[CH:20][C:18]([NH2:19])=[CH:17][C:16]=2[C:22]([F:23])([F:24])[F:25])=[CH:7][CH:6]=1)(=[O:4])=[O:3].